This data is from Reaction yield outcomes from USPTO patents with 853,638 reactions. The task is: Predict the reaction yield, written as a fraction of the theoretical maximum amount of product (1.0 means a 100% yield; for example, 0.34 means a 34% yield). (1) The reactants are [F:1][C:2]1[C:11]([CH:12]([CH2:17][N:18]2[CH2:22][CH2:21][C@H:20]([CH2:23][NH:24]C(=O)C(F)(F)F)[CH2:19]2)[C:13]([O:15][CH3:16])=[O:14])=[C:10]2[C:5]([CH:6]=[CH:7][C:8]([O:31][CH3:32])=[N:9]2)=[CH:4][CH:3]=1.C(=O)([O-])[O-].[K+].[K+].O. The catalyst is CO. The product is [NH2:24][CH2:23][C@H:20]1[CH2:21][CH2:22][N:18]([CH2:17][CH:12]([C:11]2[C:2]([F:1])=[CH:3][CH:4]=[C:5]3[C:10]=2[N:9]=[C:8]([O:31][CH3:32])[CH:7]=[CH:6]3)[C:13]([O:15][CH3:16])=[O:14])[CH2:19]1. The yield is 0.820. (2) The reactants are [CH3:1][O:2][C:3]([C:5]1[CH2:9][C@@H:8]([CH3:10])[CH2:7][C:6]=1OS(C(F)(F)F)(=O)=O)=[O:4].[CH3:19][O:20][CH2:21][O:22][C:23]1[CH:28]=[CH:27][C:26]([O:29][CH2:30][O:31][CH3:32])=[CH:25][C:24]=1B(O)O.[Li+].[Cl-]. The yield is 0.830. The catalyst is COCCOC.C1C=CC([P]([Pd]([P](C2C=CC=CC=2)(C2C=CC=CC=2)C2C=CC=CC=2)([P](C2C=CC=CC=2)(C2C=CC=CC=2)C2C=CC=CC=2)[P](C2C=CC=CC=2)(C2C=CC=CC=2)C2C=CC=CC=2)(C2C=CC=CC=2)C2C=CC=CC=2)=CC=1. The product is [CH3:1][O:2][C:3]([C:5]1[CH2:9][C@@H:8]([CH3:10])[CH2:7][C:6]=1[C:25]1[CH:24]=[C:23]([O:22][CH2:21][O:20][CH3:19])[CH:28]=[CH:27][C:26]=1[O:29][CH2:30][O:31][CH3:32])=[O:4]. (3) The reactants are Br[C:2]1[CH:7]=[CH:6][C:5]([CH:8]([N:15]([CH3:32])[C:16](=[O:31])[CH2:17][N:18]([C:23]2[CH:28]=[CH:27][C:26]([Cl:29])=[C:25]([Cl:30])[CH:24]=2)[CH2:19][CH2:20][O:21][CH3:22])[CH2:9][N:10]2[CH2:14][CH2:13][CH2:12][CH2:11]2)=[CH:4][CH:3]=1.[C:33]([NH:36][C:37]1[CH:42]=[CH:41][C:40](B(O)O)=[CH:39][CH:38]=1)(=[O:35])[CH3:34].C([O-])([O-])=O.[Na+].[Na+]. The catalyst is O1CCOCC1.O.CS(C)=O.C1C=CC(P(C2C=CC=CC=2)[C-]2C=CC=C2)=CC=1.C1C=CC(P(C2C=CC=CC=2)[C-]2C=CC=C2)=CC=1.Cl[Pd]Cl.[Fe+2]. The product is [C:33]([NH:36][C:37]1[CH:42]=[CH:41][C:40]([C:2]2[CH:3]=[CH:4][C:5]([CH:8]([N:15]([CH3:32])[C:16](=[O:31])[CH2:17][N:18]([C:23]3[CH:28]=[CH:27][C:26]([Cl:29])=[C:25]([Cl:30])[CH:24]=3)[CH2:19][CH2:20][O:21][CH3:22])[CH2:9][N:10]3[CH2:14][CH2:13][CH2:12][CH2:11]3)=[CH:6][CH:7]=2)=[CH:39][CH:38]=1)(=[O:35])[CH3:34]. The yield is 0.190. (4) The reactants are [CH3:1][S:2](Cl)(=[O:4])=[O:3].[O:6]1[CH2:11][CH2:10][CH2:9][CH2:8][CH:7]1[O:12][CH2:13][C:14]#[C:15][CH2:16][OH:17].O.[Na+].[Cl-]. The catalyst is C(Cl)Cl. The product is [S:2]([O:17][CH2:16][C:15]#[C:14][CH2:13][O:12][CH:7]1[CH2:8][CH2:9][CH2:10][CH2:11][O:6]1)(=[O:4])(=[O:3])[CH3:1]. The yield is 0.550. (5) The reactants are Br[C:2]1[CH:13]=[CH:12][C:5]2[N:6]=[C:7]([CH:9]3[CH2:11][CH2:10]3)[S:8][C:4]=2[CH:3]=1.[F:14][C:15]1[C:16]([CH3:46])=[C:17]([C@:21]2([C:34]([O:36][CH2:37][C:38]3[CH:43]=[CH:42][C:41]([O:44][CH3:45])=[CH:40][CH:39]=3)=[O:35])[CH2:25][CH2:24][C:23](OS(C(F)(F)F)(=O)=O)=[CH:22]2)[CH:18]=[CH:19][CH:20]=1. No catalyst specified. The product is [CH:9]1([C:7]2[S:8][C:4]3[CH:3]=[C:2]([C:23]4[CH2:24][CH2:25][C@:21]([C:17]5[CH:18]=[CH:19][CH:20]=[C:15]([F:14])[C:16]=5[CH3:46])([C:34]([O:36][CH2:37][C:38]5[CH:43]=[CH:42][C:41]([O:44][CH3:45])=[CH:40][CH:39]=5)=[O:35])[CH:22]=4)[CH:13]=[CH:12][C:5]=3[N:6]=2)[CH2:11][CH2:10]1. The yield is 0.590. (6) The reactants are Cl.[Cl:2][C:3]1[CH:35]=[CH:34][CH:33]=[C:32]([Cl:36])[C:4]=1[C:5]([NH:7][C@H:8]([C:28]([O:30]C)=[O:29])[CH2:9][C:10]1[CH:15]=[CH:14][C:13]([O:16][CH2:17][CH2:18][C:19]2[CH:24]=[CH:23][CH:22]=[C:21]([NH:25][CH3:26])[N:20]=2)=[C:12]([F:27])[CH:11]=1)=[O:6].[OH-].[Na+]. The catalyst is C(#N)C. The product is [Cl:2][C:3]1[CH:35]=[CH:34][CH:33]=[C:32]([Cl:36])[C:4]=1[C:5]([NH:7][C@H:8]([C:28]([OH:30])=[O:29])[CH2:9][C:10]1[CH:15]=[CH:14][C:13]([O:16][CH2:17][CH2:18][C:19]2[CH:24]=[CH:23][CH:22]=[C:21]([NH:25][CH3:26])[N:20]=2)=[C:12]([F:27])[CH:11]=1)=[O:6]. The yield is 0.510. (7) The reactants are C(OC([N:8]1[CH2:14][CH2:13][C:12]2[C:15]([C:20]3[C:24]([C:25]4[CH:30]=[CH:29][CH:28]=[CH:27][CH:26]=4)=[N:23][N:22]([CH3:31])[N:21]=3)=[C:16]([Cl:19])[CH:17]=[CH:18][C:11]=2[CH2:10][CH2:9]1)=O)(C)(C)C. The catalyst is FC(F)(F)C(O)=O. The product is [ClH:19].[Cl:19][C:16]1[CH:17]=[CH:18][C:11]2[CH2:10][CH2:9][NH:8][CH2:14][CH2:13][C:12]=2[C:15]=1[C:20]1[C:24]([C:25]2[CH:26]=[CH:27][CH:28]=[CH:29][CH:30]=2)=[N:23][N:22]([CH3:31])[N:21]=1. The yield is 1.00.